From a dataset of Full USPTO retrosynthesis dataset with 1.9M reactions from patents (1976-2016). Predict the reactants needed to synthesize the given product. Given the product [CH3:24][C:18]([CH2:23][CH2:22][CH3:21])=[CH:19][C:16]([O:15][CH2:14][CH3:13])=[O:1], predict the reactants needed to synthesize it. The reactants are: [O:1]1CCCC1.[CH3:16][O:15][CH2:14][CH2:13]O[AlH2-]O[CH2:13][CH2:14][O:15][CH3:16].[Na+].[C:18]1([CH3:24])[CH:23]=[CH:22][CH:21]=C[CH:19]=1.